This data is from Forward reaction prediction with 1.9M reactions from USPTO patents (1976-2016). The task is: Predict the product of the given reaction. (1) Given the reactants [CH3:1][O:2][C:3]1[CH:8]=[CH:7][C:6]([C:9]2[C:14]([CH3:15])=[C:13]([C:16]([F:19])([F:18])[F:17])[N:12]3[N:20]=[CH:21][C:22]([C:23]([O:25]C)=O)=[C:11]3[N:10]=2)=[CH:5][CH:4]=1.[CH3:27][C@H:28]1[NH:33][CH2:32][CH2:31][N:30]([C@H:34]([C:36]2[CH:41]=[C:40]([F:42])[CH:39]=[C:38]([F:43])[C:37]=2[F:44])[CH3:35])[CH2:29]1, predict the reaction product. The product is: [CH3:1][O:2][C:3]1[CH:8]=[CH:7][C:6]([C:9]2[C:14]([CH3:15])=[C:13]([C:16]([F:19])([F:17])[F:18])[N:12]3[N:20]=[CH:21][C:22]([C:23]([N:33]4[CH2:32][CH2:31][N:30]([C@H:34]([C:36]5[CH:41]=[C:40]([F:42])[CH:39]=[C:38]([F:43])[C:37]=5[F:44])[CH3:35])[CH2:29][C@H:28]4[CH3:27])=[O:25])=[C:11]3[N:10]=2)=[CH:5][CH:4]=1. (2) The product is: [NH2:1][C:2]1[N:7]=[CH:6][N:5]=[C:4]2[N:8]([CH2:24][CH2:25][N:26]3[C:30](=[O:31])[C:29](=[CH:36][CH:33]4[CH2:35][CH2:34]4)[S:28][C:27]3=[O:32])[N:9]=[C:10]([C:11]3[CH:12]=[CH:13][C:14]([O:17][C:18]4[CH:19]=[CH:20][CH:21]=[CH:22][CH:23]=4)=[CH:15][CH:16]=3)[C:3]=12. Given the reactants [NH2:1][C:2]1[N:7]=[CH:6][N:5]=[C:4]2[N:8]([CH2:24][CH2:25][N:26]3[C:30](=[O:31])[CH2:29][S:28][C:27]3=[O:32])[N:9]=[C:10]([C:11]3[CH:16]=[CH:15][C:14]([O:17][C:18]4[CH:23]=[CH:22][CH:21]=[CH:20][CH:19]=4)=[CH:13][CH:12]=3)[C:3]=12.[CH:33]1([CH:36]=O)[CH2:35][CH2:34]1.N1CCCCC1.ClCCl, predict the reaction product. (3) Given the reactants [Br:1][C:2]1[CH:7]=[CH:6][N:5]=[C:4]2[N:8](S(C3C=CC=CC=3)(=O)=O)[C:9]([CH2:11][N:12]3[CH:16]=[CH:15][N:14]=[N:13]3)=[CH:10][C:3]=12.CCCC[N+](CCCC)(CCCC)CCCC.[F-], predict the reaction product. The product is: [Br:1][C:2]1[CH:7]=[CH:6][N:5]=[C:4]2[NH:8][C:9]([CH2:11][N:12]3[CH:16]=[CH:15][N:14]=[N:13]3)=[CH:10][C:3]=12. (4) Given the reactants FC(F)(F)S(O[C:7]1[CH:8]2[CH2:15][CH:12]([CH2:13][CH:14]=1)[CH2:11][N:10]([C:16]([O:18][CH2:19][CH3:20])=[O:17])[CH2:9]2)(=O)=O.[N:23]1[CH:28]=[CH:27][CH:26]=[C:25](B(O)O)[CH:24]=1.[Cl-].[Li+], predict the reaction product. The product is: [N:23]1[CH:28]=[CH:27][CH:26]=[C:25]([C:7]2[CH:8]3[CH2:15][CH:12]([CH2:13][CH:14]=2)[CH2:11][N:10]([C:16]([O:18][CH2:19][CH3:20])=[O:17])[CH2:9]3)[CH:24]=1. (5) Given the reactants ClC[C:3]([N:5]([CH2:16][CH:17]1[CH2:25][C:24]2[C:19](=[CH:20][CH:21]=[C:22]([C:26]#[N:27])[CH:23]=2)[CH2:18]1)[CH2:6][CH2:7][NH:8][C:9](=O)OC(C)(C)C)=[O:4].CCO.C([O-])([O-])=O.[K+].[K+], predict the reaction product. The product is: [O:4]=[C:3]1[CH2:9][NH:8][CH2:7][CH2:6][N:5]1[CH2:16][CH:17]1[CH2:25][C:24]2[C:19](=[CH:20][CH:21]=[C:22]([C:26]#[N:27])[CH:23]=2)[CH2:18]1. (6) Given the reactants [C:1]([O:5][C:6]([N:8]1[C:17]2[C:12](=[CH:13][C:14]([CH3:19])=[C:15]([CH3:18])[CH:16]=2)[NH:11][CH:10]([CH2:20][CH3:21])[CH2:9]1)=[O:7])([CH3:4])([CH3:3])[CH3:2].Cl[C:23]([O:25][CH2:26][CH3:27])=[O:24], predict the reaction product. The product is: [CH2:26]([O:25][C:23]([N:11]1[C:12]2[C:17](=[CH:16][C:15]([CH3:18])=[C:14]([CH3:19])[CH:13]=2)[N:8]([C:6]([O:5][C:1]([CH3:4])([CH3:3])[CH3:2])=[O:7])[CH2:9][CH:10]1[CH2:20][CH3:21])=[O:24])[CH3:27]. (7) Given the reactants [CH3:1][O:2][C:3]([C:5]1[S:6][C:7]([N:13]2[CH2:18][CH2:17][O:16][CH2:15][CH2:14]2)=[C:8]([C:11]#[N:12])[C:9]=1N)=[O:4].[I:19]CI.N(OCCCCC)=O, predict the reaction product. The product is: [C:11]([C:8]1[C:9]([I:19])=[C:5]([C:3]([O:2][CH3:1])=[O:4])[S:6][C:7]=1[N:13]1[CH2:18][CH2:17][O:16][CH2:15][CH2:14]1)#[N:12]. (8) Given the reactants C(N1C=C2C(C=C([B:17]3[O:21][C:20]([CH3:23])([CH3:22])[C:19]([CH3:25])([CH3:24])[O:18]3)C=C2)=N1)C1C=CC=CC=1.Br[C:27]1[CH:28]=[CH:29][C:30]2[C:34]([CH:35]=1)=[N:33][N:32]([C:36]1[CH:41]=[CH:40][CH:39]=[CH:38][CH:37]=1)[C:31]=2[NH2:42], predict the reaction product. The product is: [C:36]1([N:32]2[C:31]([NH2:42])=[C:30]3[C:34]([CH:35]=[C:27]([B:17]4[O:21][C:20]([CH3:23])([CH3:22])[C:19]([CH3:25])([CH3:24])[O:18]4)[CH:28]=[CH:29]3)=[N:33]2)[CH:41]=[CH:40][CH:39]=[CH:38][CH:37]=1.